From a dataset of Experimentally validated miRNA-target interactions with 360,000+ pairs, plus equal number of negative samples. Binary Classification. Given a miRNA mature sequence and a target amino acid sequence, predict their likelihood of interaction. The miRNA is hsa-miR-196a-3p with sequence CGGCAACAAGAAACUGCCUGAG. The protein sequence of the target gene is MPKNKGKGGKNRRRGKNENESEKRELVFKEDGQEYAQVIKMLGNGRLEALCFDGVKRLCHIRGKLRKKVWINTSDIILVGLRDYQDNKADVILKYNADEARSLKAYGELPEHAKINETDTFGPGDDDEIQFDDIGDDDEDIDDI. Result: 0 (no interaction).